Dataset: Full USPTO retrosynthesis dataset with 1.9M reactions from patents (1976-2016). Task: Predict the reactants needed to synthesize the given product. (1) Given the product [CH3:8][CH:7]([CH3:9])[CH2:6][CH:5]([C:10]1[CH:11]=[C:12]([C:37]2[CH:38]=[CH:39][C:40]([C:43]([F:46])([F:44])[F:45])=[CH:41][CH:42]=2)[CH:13]=[C:14]([CH:16]2[CH2:21][CH2:20][CH2:19][CH:18]([C:22]([F:23])([F:24])[F:25])[N:17]2[CH2:26][C:27]2[CH:32]=[CH:31][C:30]([C:33]([F:34])([F:35])[F:36])=[CH:29][CH:28]=2)[CH:15]=1)[C:4]([OH:47])=[O:3], predict the reactants needed to synthesize it. The reactants are: C([O:3][C:4](=[O:47])[CH:5]([C:10]1[CH:11]=[C:12]([C:37]2[CH:42]=[CH:41][C:40]([C:43]([F:46])([F:45])[F:44])=[CH:39][CH:38]=2)[CH:13]=[C:14]([CH:16]2[CH2:21][CH2:20][CH2:19][CH:18]([C:22]([F:25])([F:24])[F:23])[N:17]2[CH2:26][C:27]2[CH:32]=[CH:31][C:30]([C:33]([F:36])([F:35])[F:34])=[CH:29][CH:28]=2)[CH:15]=1)[CH2:6][CH:7]([CH3:9])[CH3:8])C.[OH-].[K+]. (2) Given the product [OH:47][CH2:46][C:43]([NH:42][C:40]([NH:39][CH2:38][CH2:37][C:34]1[CH:35]=[CH:36][C:31]([CH2:30][C:28]2[C:27]([CH3:50])=[CH:26][C:25]([OH:51])=[C:24]([C@@H:6]3[O:7][C@H:8]([CH2:19][OH:20])[C@@H:9]([OH:15])[C@H:10]([OH:11])[C@H:5]3[OH:4])[CH:29]=2)=[CH:32][CH:33]=1)=[O:41])([CH2:48][OH:49])[CH2:44][OH:45], predict the reactants needed to synthesize it. The reactants are: C([O:4][C@@H:5]1[C@@H:10]([O:11]C(=O)C)[C@H:9]([O:15]C(=O)C)[C@@H:8]([CH2:19][O:20]C(=O)C)[O:7][C@H:6]1[C:24]1[CH:29]=[C:28]([CH2:30][C:31]2[CH:36]=[CH:35][C:34]([CH2:37][CH2:38][NH:39][C:40]([NH:42][C:43]([CH2:48][OH:49])([CH2:46][OH:47])[CH2:44][OH:45])=[O:41])=[CH:33][CH:32]=2)[C:27]([CH3:50])=[CH:26][C:25]=1[O:51]C(=O)C)(=O)C.C[O-].[Na+]. (3) Given the product [Cl:2][C:3]1[CH:4]=[CH:5][C:6]([CH:9]2[CH2:14][CH2:13][N:12]([C:15]([O:17][C:18]([CH3:19])([CH3:20])[CH3:21])=[O:16])[CH2:11][CH:10]2[C:22]([O:24][CH2:25][CH3:26])=[O:23])=[CH:7][CH:8]=1, predict the reactants needed to synthesize it. The reactants are: [Mg].[Cl:2][C:3]1[CH:8]=[CH:7][C:6]([C:9]2[CH2:14][CH2:13][N:12]([C:15]([O:17][C:18]([CH3:21])([CH3:20])[CH3:19])=[O:16])[CH2:11][C:10]=2[C:22]([O:24][CH2:25][CH3:26])=[O:23])=[CH:5][CH:4]=1.Cl. (4) Given the product [NH2:1][C:2]1[C:3]([C:16]2[CH:24]=[CH:23][C:19]([C:20]([NH:27][C@@H:28]([C:44]3[CH:49]=[C:48]([F:50])[CH:47]=[C:46]([Br:51])[CH:45]=3)[CH2:29][N:30]([CH3:43])[S:31]([C:34]3[CH:39]=[CH:38][CH:37]=[CH:36][C:35]=3[N+:40]([O-:42])=[O:41])(=[O:33])=[O:32])=[O:21])=[C:18]([F:25])[CH:17]=2)=[N:4][C:5]([C@H:8]2[CH2:13][CH2:12][C@H:11]([OH:14])[C@@H:10]([F:15])[CH2:9]2)=[CH:6][N:7]=1, predict the reactants needed to synthesize it. The reactants are: [NH2:1][C:2]1[C:3]([C:16]2[CH:24]=[CH:23][C:19]([C:20](O)=[O:21])=[C:18]([F:25])[CH:17]=2)=[N:4][C:5]([C@H:8]2[CH2:13][CH2:12][C@H:11]([OH:14])[C@@H:10]([F:15])[CH2:9]2)=[CH:6][N:7]=1.Cl.[NH2:27][C@@H:28]([C:44]1[CH:49]=[C:48]([F:50])[CH:47]=[C:46]([Br:51])[CH:45]=1)[CH2:29][N:30]([CH3:43])[S:31]([C:34]1[CH:39]=[CH:38][CH:37]=[CH:36][C:35]=1[N+:40]([O-:42])=[O:41])(=[O:33])=[O:32].CCN(C(C)C)C(C)C.CCN=C=NCCCN(C)C.Cl.C1C=NC2N(O)N=NC=2C=1.